From a dataset of Reaction yield outcomes from USPTO patents with 853,638 reactions. Predict the reaction yield, written as a fraction of the theoretical maximum amount of product (1.0 means a 100% yield; for example, 0.34 means a 34% yield). (1) The reactants are C(=O)([O-])[O-].[K+].[K+].F[C:8]1[CH:13]=[CH:12][C:11]([F:14])=[CH:10][C:9]=1[N+:15]([O-:17])=[O:16].CN(C)C=O.[C:23]([O:29][CH3:30])(=[O:28])[CH2:24][C:25]([CH3:27])=[O:26]. The catalyst is O.C1(C)C=CC=CC=1. The product is [CH3:30][O:29][C:23](=[O:28])[C:24]([C:8]1[CH:13]=[CH:12][C:11]([F:14])=[CH:10][C:9]=1[N+:15]([O-:17])=[O:16])=[C:25]([OH:26])[CH3:27]. The yield is 0.760. (2) The reactants are C[O:2][C:3]([C:5]1[C:6]([C:14]2[CH:19]=[CH:18][CH:17]=[CH:16][C:15]=2[N+:20]([O-:22])=[O:21])=[CH:7][CH:8]=[C:9]([C:11](=[S:13])[NH2:12])[CH:10]=1)=[O:4].Br[CH2:24][C:25]([C:27]1[CH:32]=[CH:31][C:30]([Cl:33])=[CH:29][CH:28]=1)=O. The catalyst is O. The product is [Cl:33][C:30]1[CH:31]=[CH:32][C:27]([C:25]2[N:12]=[C:11]([C:9]3[CH:10]=[C:5]([C:3]([OH:2])=[O:4])[C:6]([C:14]4[CH:19]=[CH:18][CH:17]=[CH:16][C:15]=4[N+:20]([O-:22])=[O:21])=[CH:7][CH:8]=3)[S:13][CH:24]=2)=[CH:28][CH:29]=1. The yield is 0.210. (3) The reactants are [NH2:1][C:2]1[CH:7]=[CH:6][CH:5]=[CH:4][C:3]=1[C:8]1[NH:9][C:10]2[C:15]([CH:16]=1)=[CH:14][CH:13]=[CH:12][CH:11]=2.[OH:17][C:18]1[CH:23]=[CH:22][C:21]([CH2:24][CH2:25][C:26](O)=[O:27])=[CH:20][CH:19]=1. No catalyst specified. The product is [OH:17][C:18]1[CH:19]=[CH:20][C:21]([CH2:24][CH2:25][C:26]([NH:1][C:2]2[CH:7]=[CH:6][CH:5]=[CH:4][C:3]=2[C:8]2[NH:9][C:10]3[C:15]([CH:16]=2)=[CH:14][CH:13]=[CH:12][CH:11]=3)=[O:27])=[CH:22][CH:23]=1. The yield is 0.550. (4) The reactants are [CH2:1]([O:3][C:4]([CH:6]1[CH2:11][NH:10][CH2:9][CH2:8][N:7]1[S:12]([C:15]1[CH:20]=[CH:19][C:18]([F:21])=[CH:17][CH:16]=1)(=[O:14])=[O:13])=[O:5])[CH3:2].[C:22](=O)([O-])[O-].[K+].[K+].IC. The catalyst is CN(C=O)C.CCOCC. The product is [CH2:1]([O:3][C:4]([CH:6]1[CH2:11][N:10]([CH3:22])[CH2:9][CH2:8][N:7]1[S:12]([C:15]1[CH:16]=[CH:17][C:18]([F:21])=[CH:19][CH:20]=1)(=[O:13])=[O:14])=[O:5])[CH3:2]. The yield is 0.910. (5) The reactants are C1N=C[N:3](C(N2C=NC=C2)=O)[CH:2]=1.[NH2:13][C:14]1[CH:22]=[C:21]([Cl:23])[CH:20]=[CH:19][C:15]=1[C:16](O)=[O:17].CN. The product is [NH2:13][C:14]1[CH:22]=[C:21]([Cl:23])[CH:20]=[CH:19][C:15]=1[C:16]([NH:3][CH3:2])=[O:17]. The yield is 0.740. The catalyst is C1COCC1.